Dataset: Catalyst prediction with 721,799 reactions and 888 catalyst types from USPTO. Task: Predict which catalyst facilitates the given reaction. (1) Reactant: [Si]([O:18][C:19]1[CH:27]=[C:26]2[C:22]([C:23]([CH:35]3[CH2:38][CH2:37][CH2:36]3)=[N:24][N:25]2[C:28]([O:30][C:31]([CH3:34])([CH3:33])[CH3:32])=[O:29])=[CH:21][CH:20]=1)(C(C)(C)C)(C1C=CC=CC=1)C1C=CC=CC=1.CCCC[N+](CCCC)(CCCC)CCCC.[F-].C1COCC1.O.C(OCC)(=O)C. Product: [OH:18][C:19]1[CH:27]=[C:26]2[C:22]([C:23]([CH:35]3[CH2:36][CH2:37][CH2:38]3)=[N:24][N:25]2[C:28]([O:30][C:31]([CH3:34])([CH3:33])[CH3:32])=[O:29])=[CH:21][CH:20]=1. The catalyst class is: 220. (2) Reactant: F[C:2]1[CH:7]=[CH:6][CH:5]=[C:4]([F:8])[C:3]=1[N:9]=[C:10]1[NH:14][C:13](=[O:15])[CH2:12][S:11]1.[CH3:16][C:17]1[O:18][C:19]2[CH:25]=[C:24]([CH:26]=O)[CH:23]=[CH:22][C:20]=2[N:21]=1.N1CCCCC1.C(OCC)C. Product: [F:8][C:4]1[CH:5]=[CH:6][CH:7]=[CH:2][C:3]=1[N:9]=[C:10]1[NH:14][C:13](=[O:15])[C:12](=[CH:26][C:24]2[CH:23]=[CH:22][C:20]3[N:21]=[C:17]([CH3:16])[O:18][C:19]=3[CH:25]=2)[S:11]1. The catalyst class is: 8. (3) Reactant: [F:1][C:2]1[CH:10]=[CH:9][CH:8]=[C:7]([F:11])[C:3]=1[C:4]([OH:6])=O.[NH:12]1[C:16]2[CH:17]=[CH:18][CH:19]=[CH:20][C:15]=2[N:14]=[C:13]1[C:21]1[C:25]([NH2:26])=[CH:24][NH:23][N:22]=1.C(Cl)CCl.C1C=CC2N(O)N=NC=2C=1. Product: [NH:14]1[C:15]2[CH:20]=[CH:19][CH:18]=[CH:17][C:16]=2[N:12]=[C:13]1[C:21]1[C:25]([NH:26][C:4](=[O:6])[C:3]2[C:7]([F:11])=[CH:8][CH:9]=[CH:10][C:2]=2[F:1])=[CH:24][NH:23][N:22]=1. The catalyst class is: 18. (4) Reactant: C([Zn][CH2:4][CH3:5])C.[CH2:6]([O:8][C:9]([C:11]1[S:12][C:13](S(C)(=O)=O)=[C:14]([C:26]#[N:27])[C:15]=1[C:16]1[CH:21]=[CH:20][C:19]([C:22]([CH3:25])([CH3:24])[CH3:23])=[CH:18][CH:17]=1)=[O:10])[CH3:7]. Product: [CH2:6]([O:8][C:9]([C:11]1[S:12][C:13]([CH2:4][CH3:5])=[C:14]([C:26]#[N:27])[C:15]=1[C:16]1[CH:21]=[CH:20][C:19]([C:22]([CH3:24])([CH3:23])[CH3:25])=[CH:18][CH:17]=1)=[O:10])[CH3:7]. The catalyst class is: 2.